Task: Predict the reaction yield, written as a fraction of the theoretical maximum amount of product (1.0 means a 100% yield; for example, 0.34 means a 34% yield).. Dataset: Reaction yield outcomes from USPTO patents with 853,638 reactions (1) The reactants are [C:1]([C:3]1([C:6]([O:8][CH2:9][CH3:10])=[O:7])[CH2:5][CH2:4]1)#[N:2]. The catalyst is [Ni].CO. The product is [NH2:2][CH2:1][C:3]1([C:6]([O:8][CH2:9][CH3:10])=[O:7])[CH2:5][CH2:4]1. The yield is 0.730. (2) The reactants are [N:1]([CH:4]([C:6]1[CH:11]=[C:10]([Cl:12])[C:9]([F:13])=[C:8]([Br:14])[C:7]=1[O:15][CH3:16])[CH3:5])=[N+]=[N-].CP(C)C. The catalyst is C1COCC1.O.CCOC(C)=O. The product is [Br:14][C:8]1[C:7]([O:15][CH3:16])=[C:6]([CH:4]([NH2:1])[CH3:5])[CH:11]=[C:10]([Cl:12])[C:9]=1[F:13]. The yield is 0.950. (3) The yield is 0.590. The product is [CH3:14][O:15][C:16]1[CH:23]=[C:22]([O:24][CH3:25])[C:21]([N:26]2[CH2:30][CH2:29][CH2:28][CH2:27]2)=[CH:20][C:17]=1/[CH:18]=[CH:2]/[C:1]([C:4]1[CH:5]=[CH:6][C:7]([S:10]([NH2:13])(=[O:11])=[O:12])=[CH:8][CH:9]=1)=[O:3]. The catalyst is CN(C)C=O.O. The reactants are [C:1]([C:4]1[CH:9]=[CH:8][C:7]([S:10]([NH2:13])(=[O:12])=[O:11])=[CH:6][CH:5]=1)(=[O:3])[CH3:2].[CH3:14][O:15][C:16]1[CH:23]=[C:22]([O:24][CH3:25])[C:21]([N:26]2[CH2:30][CH2:29][CH2:28][CH2:27]2)=[CH:20][C:17]=1[CH:18]=O.C[O-].[Li+]. (4) The reactants are CCN(C(C)C)C(C)C.[CH3:10][O:11][C:12]1[CH:13]=[CH:14][CH:15]=[C:16]2[C:21]=1[O:20][C:19](=[O:22])[C:18]([C:23]([OH:25])=O)=[CH:17]2.CN(C(ON1N=NC2C=CC=NC1=2)=[N+](C)C)C.F[P-](F)(F)(F)(F)F.[CH:50]1[C:59]2[C:54](=[CH:55][CH:56]=[CH:57][CH:58]=2)[CH:53]=[CH:52][C:51]=1[C:60]1[CH:61]=[C:62]([NH2:66])[CH:63]=[CH:64][CH:65]=1. The catalyst is CN(C=O)C. The product is [CH:50]1[C:59]2[C:54](=[CH:55][CH:56]=[CH:57][CH:58]=2)[CH:53]=[CH:52][C:51]=1[C:60]1[CH:61]=[C:62]([NH:66][C:23]([C:18]2[C:19](=[O:22])[O:20][C:21]3[C:16]([CH:17]=2)=[CH:15][CH:14]=[CH:13][C:12]=3[O:11][CH3:10])=[O:25])[CH:63]=[CH:64][CH:65]=1. The yield is 0.860.